From a dataset of NCI-60 drug combinations with 297,098 pairs across 59 cell lines. Regression. Given two drug SMILES strings and cell line genomic features, predict the synergy score measuring deviation from expected non-interaction effect. Drug 1: CS(=O)(=O)C1=CC(=C(C=C1)C(=O)NC2=CC(=C(C=C2)Cl)C3=CC=CC=N3)Cl. Drug 2: CC(C)CN1C=NC2=C1C3=CC=CC=C3N=C2N. Cell line: SK-MEL-28. Synergy scores: CSS=-3.58, Synergy_ZIP=3.00, Synergy_Bliss=3.07, Synergy_Loewe=-2.47, Synergy_HSA=-3.93.